This data is from Full USPTO retrosynthesis dataset with 1.9M reactions from patents (1976-2016). The task is: Predict the reactants needed to synthesize the given product. (1) Given the product [Br:1][C:2]1[N:3]=[C:4]([C:7]2[C:15]3[C:10](=[N:11][CH:12]=[CH:13][CH:14]=3)[N:9]([C:19]([C:20]3[CH:25]=[CH:24][CH:23]=[CH:22][CH:21]=3)([C:32]3[CH:33]=[CH:34][CH:35]=[CH:36][CH:37]=3)[C:26]3[CH:27]=[CH:28][CH:29]=[CH:30][CH:31]=3)[N:8]=2)[S:5][CH:6]=1, predict the reactants needed to synthesize it. The reactants are: [Br:1][C:2]1[N:3]=[C:4]([C:7]2[C:15]3[C:10](=[N:11][CH:12]=[CH:13][CH:14]=3)[NH:9][N:8]=2)[S:5][CH:6]=1.[H-].[Na+].Cl[C:19]([C:32]1[CH:37]=[CH:36][CH:35]=[CH:34][CH:33]=1)([C:26]1[CH:31]=[CH:30][CH:29]=[CH:28][CH:27]=1)[C:20]1[CH:25]=[CH:24][CH:23]=[CH:22][CH:21]=1. (2) Given the product [CH3:16][O:15][C:13]([NH:1][C@@H:2]([CH3:3])[C:4]([OH:6])=[O:5])=[O:14], predict the reactants needed to synthesize it. The reactants are: [NH2:1][C@H:2]([C:4]([OH:6])=[O:5])[CH3:3].C1COCC1.Cl[C:13]([O:15][CH3:16])=[O:14]. (3) Given the product [C:20]([Si:17]([CH3:19])([CH3:18])[O:16][C@@H:11]1[C:12]2[C:8](=[C:7]([C:26](=[O:27])[C:25]([F:32])([F:31])[F:24])[CH:15]=[CH:14][CH:13]=2)[CH2:9][CH2:10]1)([CH3:23])([CH3:22])[CH3:21], predict the reactants needed to synthesize it. The reactants are: C([Li])CCC.Br[C:7]1[CH:15]=[CH:14][CH:13]=[C:12]2[C:8]=1[CH2:9][CH2:10][C@@H:11]2[O:16][Si:17]([C:20]([CH3:23])([CH3:22])[CH3:21])([CH3:19])[CH3:18].[F:24][C:25]([F:32])([F:31])[C:26](OCC)=[O:27]. (4) Given the product [NH2:1][C:2]1[CH:10]=[CH:9][C:8]([C:11]([F:14])([F:13])[F:12])=[CH:7][C:3]=1[C:4]([NH:21][CH2:20][C:19]1[CH:22]=[CH:23][C:24]([CH3:26])=[CH:25][C:18]=1[S:17][CH2:15][CH3:16])=[O:6], predict the reactants needed to synthesize it. The reactants are: [NH2:1][C:2]1[CH:10]=[CH:9][C:8]([C:11]([F:14])([F:13])[F:12])=[CH:7][C:3]=1[C:4]([OH:6])=O.[CH2:15]([S:17][C:18]1[CH:25]=[C:24]([CH3:26])[CH:23]=[CH:22][C:19]=1[CH2:20][NH2:21])[CH3:16].Cl.ClC1C=CC(S(CC)(=O)=O)=C(C=1)CN.CCN(C(C)C)C(C)C.